Predict the product of the given reaction. From a dataset of Forward reaction prediction with 1.9M reactions from USPTO patents (1976-2016). (1) Given the reactants [Cl:1][C:2]1[CH:7]=[CH:6][N:5]=[CH:4][C:3]=1[N+:8]([O-])=O.[CH:11]([Mg]Br)=[CH2:12], predict the reaction product. The product is: [Cl:1][C:2]1[CH:7]=[CH:6][N:5]=[C:4]2[CH:11]=[CH:12][NH:8][C:3]=12. (2) Given the reactants Cl[CH2:2][CH2:3][N:4]1[C:9](=[O:10])[C:8]2[C:11]3[CH2:17][N:16]([CH2:18][CH3:19])[CH2:15][CH2:14][C:12]=3[S:13][C:7]=2[N:6]=[CH:5]1.[C:20]1([N:30]2[CH2:35][CH2:34][NH:33][CH2:32][CH2:31]2)[C:29]2[C:24](=[CH:25][CH:26]=[CH:27][CH:28]=2)[CH:23]=[CH:22][CH:21]=1, predict the reaction product. The product is: [CH2:18]([N:16]1[CH2:15][CH2:14][C:12]2[S:13][C:7]3[N:6]=[CH:5][N:4]([CH2:3][CH2:2][N:33]4[CH2:32][CH2:31][N:30]([C:20]5[C:29]6[C:24](=[CH:25][CH:26]=[CH:27][CH:28]=6)[CH:23]=[CH:22][CH:21]=5)[CH2:35][CH2:34]4)[C:9](=[O:10])[C:8]=3[C:11]=2[CH2:17]1)[CH3:19]. (3) Given the reactants [H-].[H-].[H-].[H-].[Li+].[Al+3].[NH2:7][C:8]1[CH:9]=[N:10][CH:11]=[CH:12][C:13]=1[N:14]1[CH2:19][CH2:18][CH:17]([N:20]([CH3:28])[C:21](=O)OC(C)(C)C)[CH2:16][CH2:15]1, predict the reaction product. The product is: [CH3:21][N:20]([CH3:28])[CH:17]1[CH2:16][CH2:15][N:14]([C:13]2[CH:12]=[CH:11][N:10]=[CH:9][C:8]=2[NH2:7])[CH2:19][CH2:18]1. (4) Given the reactants [NH2:1][CH2:2][CH2:3][CH2:4][N:5]1[CH2:10][CH2:9][CH:8]([C:11]2[CH:12]=[C:13]([NH:17][C:18](=[O:20])[CH3:19])[CH:14]=[CH:15][CH:16]=2)[CH2:7][CH2:6]1.Cl[C:22]1[N:26]([CH2:27][C:28]2[CH:33]=[CH:32][C:31]([C:34]#[N:35])=[CH:30][CH:29]=2)[C:25]2[CH:36]=[CH:37][CH:38]=[CH:39][C:24]=2[N:23]=1, predict the reaction product. The product is: [C:34]([C:31]1[CH:30]=[CH:29][C:28]([CH2:27][N:26]2[C:25]3[CH:36]=[CH:37][CH:38]=[CH:39][C:24]=3[N:23]=[C:22]2[NH:1][CH2:2][CH2:3][CH2:4][N:5]2[CH2:10][CH2:9][CH:8]([C:11]3[CH:12]=[C:13]([NH:17][C:18](=[O:20])[CH3:19])[CH:14]=[CH:15][CH:16]=3)[CH2:7][CH2:6]2)=[CH:33][CH:32]=1)#[N:35]. (5) Given the reactants [N+:1]([C:4]1[CH:9]=[CH:8][C:7]([S:10](Cl)(=[O:12])=[O:11])=[CH:6][CH:5]=1)([O-:3])=[O:2].[C:14]1([CH2:20][NH2:21])[CH:19]=[CH:18][CH:17]=[CH:16][CH:15]=1, predict the reaction product. The product is: [CH2:20]([NH:21][S:10]([C:7]1[CH:8]=[CH:9][C:4]([N+:1]([O-:3])=[O:2])=[CH:5][CH:6]=1)(=[O:12])=[O:11])[C:14]1[CH:19]=[CH:18][CH:17]=[CH:16][CH:15]=1.